From a dataset of Full USPTO retrosynthesis dataset with 1.9M reactions from patents (1976-2016). Predict the reactants needed to synthesize the given product. Given the product [N:1]1[CH:6]=[CH:5][N:4]=[CH:3][C:2]=1[C:7]1[CH:8]=[CH:9][C:10]([C:13]([OH:15])=[O:14])=[N:11][CH:12]=1, predict the reactants needed to synthesize it. The reactants are: [N:1]1[CH:6]=[CH:5][N:4]=[CH:3][C:2]=1[C:7]1[CH:8]=[CH:9][C:10]([C:13]([O:15]C(C)(C)C)=[O:14])=[N:11][CH:12]=1.C(O)(C(F)(F)F)=O.